This data is from Forward reaction prediction with 1.9M reactions from USPTO patents (1976-2016). The task is: Predict the product of the given reaction. (1) Given the reactants Cl.[CH3:2][O:3][C:4]1[CH:13]=[CH:12][C:11]2[CH2:10][NH:9][CH2:8][CH2:7][C:6]=2[C:5]=1[CH:14]=[O:15].[CH2:16]([N:18]([CH2:21][CH3:22])[CH2:19][CH3:20])[CH3:17].[O:23]1[CH2:27]CCC1.Cl.[CH3:29][N:30](C)CCCN=C=NCC.ON1C2C=CC=CC=2N=N1, predict the reaction product. The product is: [CH3:2][O:3][C:4]1[CH:13]=[CH:12][C:11]2[CH2:10][N:9]([C:27](=[O:23])[CH2:17][CH2:16][N:18]3[CH2:21][CH2:22][N:30]([CH3:29])[CH2:20][CH2:19]3)[CH2:8][CH2:7][C:6]=2[C:5]=1[CH:14]=[O:15]. (2) Given the reactants [C:1]([C:3]1[CH:4]=[CH:5][C:6]2[O:15][CH2:14][CH2:13][C:12]3[CH:11]=[C:10]([C:16]([OH:18])=O)[S:9][C:8]=3[C:7]=2[CH:19]=1)#[N:2].C(Cl)(=O)C(Cl)=O.[Cl:26][C:27]1[CH:34]=[CH:33][CH:32]=[CH:31][C:28]=1[NH:29][CH3:30].C(=O)([O-])[O-].[K+].[K+], predict the reaction product. The product is: [Cl:26][C:27]1[CH:34]=[CH:33][CH:32]=[CH:31][C:28]=1[N:29]([CH3:30])[C:16]([C:10]1[S:9][C:8]2[C:7]3[CH:19]=[C:3]([C:1]#[N:2])[CH:4]=[CH:5][C:6]=3[O:15][CH2:14][CH2:13][C:12]=2[CH:11]=1)=[O:18]. (3) The product is: [CH:1]1([CH2:4][C:5]2[C:6]([C:11]3[CH:16]=[CH:15][N:14]=[C:13]([S:17][CH3:18])[N:12]=3)=[CH:7][N:26]=[C:24]([NH:23][CH2:22][C:21]([CH3:28])([OH:20])[CH3:27])[N:25]=2)[CH2:2][CH2:3]1. Given the reactants [CH:1]1([CH2:4][C:5](=O)/[C:6](/[C:11]2[CH:16]=[CH:15][N:14]=[C:13]([S:17][CH3:18])[N:12]=2)=[CH:7]\N(C)C)[CH2:3][CH2:2]1.[OH:20][C:21]([CH3:28])([CH3:27])[CH2:22][NH:23][C:24]([NH2:26])=[NH:25].C(=O)([O-])[O-].[K+].[K+], predict the reaction product.